Dataset: Full USPTO retrosynthesis dataset with 1.9M reactions from patents (1976-2016). Task: Predict the reactants needed to synthesize the given product. (1) Given the product [Cl:11][C:5]1[N:4]=[CH:3][C:2]2[N:1]=[C:30]([C:29]3[CH:32]=[CH:33][C:26]([O:25][CH:22]4[CH2:23][CH2:24][N:19]([CH:14]5[CH2:18][CH2:17][CH2:16][CH2:15]5)[CH2:20][CH2:21]4)=[CH:27][CH:28]=3)[N:13]([CH3:12])[C:8](=[O:10])[C:7]=2[CH:6]=1, predict the reactants needed to synthesize it. The reactants are: [NH2:1][C:2]1[C:7]([C:8]([OH:10])=O)=[CH:6][C:5]([Cl:11])=[N:4][CH:3]=1.[CH3:12][NH2:13].[CH:14]1([N:19]2[CH2:24][CH2:23][CH:22]([O:25][C:26]3[CH:33]=[CH:32][C:29]([CH:30]=O)=[CH:28][CH:27]=3)[CH2:21][CH2:20]2)[CH2:18][CH2:17][CH2:16][CH2:15]1. (2) Given the product [CH3:8][C:5]1[CH:6]=[CH:7][C:2]([O:1][S:35]([C:38]([F:41])([F:40])[F:39])(=[O:37])=[O:36])=[C:3]([C:9]2[N:14]=[C:13]([N:15]3[C:19]([C:20]([F:23])([F:22])[F:21])=[C:18]([C:24]([O:26][CH2:27][CH3:28])=[O:25])[CH:17]=[N:16]3)[CH:12]=[CH:11][CH:10]=2)[CH:4]=1, predict the reactants needed to synthesize it. The reactants are: [OH:1][C:2]1[CH:7]=[CH:6][C:5]([CH3:8])=[CH:4][C:3]=1[C:9]1[N:14]=[C:13]([N:15]2[C:19]([C:20]([F:23])([F:22])[F:21])=[C:18]([C:24]([O:26][CH2:27][CH3:28])=[O:25])[CH:17]=[N:16]2)[CH:12]=[CH:11][CH:10]=1.N1C=CC=CC=1.[S:35](O[S:35]([C:38]([F:41])([F:40])[F:39])(=[O:37])=[O:36])([C:38]([F:41])([F:40])[F:39])(=[O:37])=[O:36]. (3) The reactants are: C(OC(=O)[NH:7][CH2:8][CH2:9][S:10]([C:13]1[C:14]2[CH:15]=[CH:16][N:17]=[CH:18][C:19]=2[CH:20]=[C:21]([C:23]2[CH:28]=[CH:27][C:26]([O:29]C)=[CH:25][CH:24]=2)[CH:22]=1)(=[O:12])=[O:11])(C)(C)C.B(Br)(Br)Br.C(O)C. Given the product [NH2:7][CH2:8][CH2:9][S:10]([C:13]1[CH:22]=[C:21]([C:23]2[CH:28]=[CH:27][C:26]([OH:29])=[CH:25][CH:24]=2)[CH:20]=[C:19]2[C:14]=1[CH:15]=[CH:16][N:17]=[CH:18]2)(=[O:11])=[O:12], predict the reactants needed to synthesize it.